From a dataset of Forward reaction prediction with 1.9M reactions from USPTO patents (1976-2016). Predict the product of the given reaction. (1) Given the reactants Br[C:2]1[CH:7]=[CH:6][C:5]([C:8]2[N:12]([CH2:13][C@@H:14]3[CH2:18][CH2:17][N:16]([C:19]([CH:21]4[CH2:23][CH2:22]4)=[O:20])[CH2:15]3)[C:11]([CH3:24])=[N:10][N:9]=2)=[CH:4][CH:3]=1.[Cl:25][C:26]1[CH:31]=[C:30]([Cl:32])[CH:29]=[CH:28][C:27]=1B(O)O, predict the reaction product. The product is: [CH:21]1([C:19]([N:16]2[CH2:17][CH2:18][C@@H:14]([CH2:13][N:12]3[C:11]([CH3:24])=[N:10][N:9]=[C:8]3[C:5]3[CH:6]=[CH:7][C:2]([C:29]4[CH:28]=[CH:27][C:26]([Cl:25])=[CH:31][C:30]=4[Cl:32])=[CH:3][CH:4]=3)[CH2:15]2)=[O:20])[CH2:23][CH2:22]1. (2) Given the reactants [OH:1][CH2:2][C:3]1[CH:8]=[CH:7][C:6](B(O)O)=[CH:5][CH:4]=1.[Cl:12][CH:13]([Cl:32])[C:14]([N:16]1[C@H:20]([CH2:21][F:22])[C@@H:19]([C:23]2[CH:28]=[CH:27][C:26](I)=[CH:25][CH:24]=2)[O:18][C:17]1([CH3:31])[CH3:30])=[O:15], predict the reaction product. The product is: [Cl:12][CH:13]([Cl:32])[C:14]([N:16]1[C@H:20]([CH2:21][F:22])[C@@H:19]([C:23]2[CH:28]=[CH:27][C:26]([C:6]3[CH:7]=[CH:8][C:3]([CH2:2][OH:1])=[CH:4][CH:5]=3)=[CH:25][CH:24]=2)[O:18][C:17]1([CH3:31])[CH3:30])=[O:15]. (3) Given the reactants [NH2:1][C@@H:2]1[C@@H:7]([N:8]=[N+:9]=[N-:10])[CH2:6][C:5]([C:11]([O:13][CH2:14][CH3:15])=[O:12])=[CH:4][C@H:3]1[O:16][CH:17]([CH2:20][CH3:21])[CH2:18][CH3:19].C(N(CC)CC)C.[C:29](OC(=O)C)(=[O:31])[CH3:30], predict the reaction product. The product is: [C:29]([NH:1][C@@H:2]1[C@@H:7]([N:8]=[N+:9]=[N-:10])[CH2:6][C:5]([C:11]([O:13][CH2:14][CH3:15])=[O:12])=[CH:4][C@H:3]1[O:16][CH:17]([CH2:18][CH3:19])[CH2:20][CH3:21])(=[O:31])[CH3:30]. (4) Given the reactants [C:1]([NH:11][C@H:12]([C:17]([OH:19])=O)[C:13]([CH3:16])([CH3:15])[CH3:14])([O:3][CH2:4][C:5]1[CH:10]=[CH:9][CH:8]=[CH:7][CH:6]=1)=[O:2].CCN=C=NCCCN(C)C.C1C=CC2N(O)N=NC=2C=1.CN1CCOCC1.[CH2:48]([NH:55][NH2:56])[C:49]1[CH:54]=[CH:53][CH:52]=[CH:51][CH:50]=1.CCN(CC)CC, predict the reaction product. The product is: [CH2:4]([O:3][C:1](=[O:2])[NH:11][C@H:12]([C:17]([NH:56][NH:55][CH2:48][C:49]1[CH:54]=[CH:53][CH:52]=[CH:51][CH:50]=1)=[O:19])[C:13]([CH3:14])([CH3:15])[CH3:16])[C:5]1[CH:6]=[CH:7][CH:8]=[CH:9][CH:10]=1. (5) Given the reactants [F:1][C:2]1[CH:26]=[CH:25][C:24]([C:27]([F:30])([F:29])[F:28])=[CH:23][C:3]=1/[CH:4]=[C:5]1/[C:6](=[O:22])[C:7]2[C:12]([CH2:13]/1)=[CH:11][C:10]([N:14]1[CH2:19][CH2:18][O:17][CH2:16][CH2:15]1)=[C:9]([O:20][CH3:21])[CH:8]=2, predict the reaction product. The product is: [F:1][C:2]1[CH:26]=[CH:25][C:24]([C:27]([F:30])([F:28])[F:29])=[CH:23][C:3]=1[CH2:4][CH:5]1[CH2:13][C:12]2[C:7](=[CH:8][C:9]([O:20][CH3:21])=[C:10]([N:14]3[CH2:19][CH2:18][O:17][CH2:16][CH2:15]3)[CH:11]=2)[C:6]1=[O:22]. (6) Given the reactants [CH3:1][NH:2][CH3:3].Br[CH:5]1[CH:11]([OH:12])[CH2:10][CH:9]2[CH:6]1[CH2:7][CH2:8]2.C1C[O:16]CC1, predict the reaction product. The product is: [CH3:1][N:2]([CH3:3])[CH:9]1[CH:10]2[CH:11]([OH:12])[CH2:5][CH:6]1[C:7](=[O:16])[CH2:8]2. (7) Given the reactants ON=[CH:3][C:4]([NH:6][C:7]1[CH:12]=[CH:11][CH:10]=[CH:9][C:8]=1[N+:13]([O-:15])=[O:14])=[O:5].S(=O)(=O)(O)[OH:17], predict the reaction product. The product is: [N+:13]([C:8]1[CH:9]=[CH:10][CH:11]=[C:12]2[C:7]=1[NH:6][C:4](=[O:5])[C:3]2=[O:17])([O-:15])=[O:14].